This data is from Full USPTO retrosynthesis dataset with 1.9M reactions from patents (1976-2016). The task is: Predict the reactants needed to synthesize the given product. (1) Given the product [C:1]([C:3]1[CH:4]=[C:5]([CH3:22])[C:6]2[O:10][C:9]([C:11]3[CH:12]=[CH:13][C:14]([C:15]([O-:17])=[O:16])=[CH:19][CH:20]=3)=[N:8][C:7]=2[CH:21]=1)#[N:2].[Li+:24], predict the reactants needed to synthesize it. The reactants are: [C:1]([C:3]1[CH:4]=[C:5]([CH3:22])[C:6]2[O:10][C:9]([C:11]3[CH:20]=[CH:19][C:14]([C:15]([O:17]C)=[O:16])=[CH:13][CH:12]=3)=[N:8][C:7]=2[CH:21]=1)#[N:2].[OH-].[Li+:24].O1CCCC1.CO. (2) The reactants are: [F:1][C:2]1[C:7]([F:8])=[CH:6][CH:5]=[CH:4][C:3]=1[C@H:9]1[CH2:15][N:14]2[C:16]([CH:19]=O)=[CH:17][N:18]=[C:13]2[C@H:12]([NH:21][C:22](=[O:28])[O:23][C:24]([CH3:27])([CH3:26])[CH3:25])[CH2:11][CH2:10]1.[CH3:29][C:30]([S@:33]([NH2:35])=[O:34])([CH3:32])[CH3:31].C(=O)(O)[O-].[Na+]. Given the product [C:30]([S:33](/[N:35]=[CH:19]/[C:16]1[N:14]2[CH2:15][C@H:9]([C:3]3[CH:4]=[CH:5][CH:6]=[C:7]([F:8])[C:2]=3[F:1])[CH2:10][CH2:11][C@@H:12]([NH:21][C:22](=[O:28])[O:23][C:24]([CH3:26])([CH3:25])[CH3:27])[C:13]2=[N:18][CH:17]=1)=[O:34])([CH3:32])([CH3:31])[CH3:29], predict the reactants needed to synthesize it. (3) The reactants are: [CH3:1][NH:2][CH3:3].[CH3:4][O:5][C:6]1[CH:14]=[CH:13][CH:12]=[C:11]([O:15][CH3:16])[C:7]=1[C:8](Cl)=[O:9].O. Given the product [CH3:4][O:5][C:6]1[CH:14]=[CH:13][CH:12]=[C:11]([O:15][CH3:16])[C:7]=1[C:8]([N:2]([CH3:3])[CH3:1])=[O:9], predict the reactants needed to synthesize it. (4) Given the product [Cl:38][C:8]1[CH2:7][N:6]([CH2:5][C:4]2[CH:20]=[CH:21][C:22]([O:24][CH3:25])=[CH:23][C:3]=2[O:2][CH3:1])[C:12](=[O:13])[C:11]2[CH:14]=[C:15]([CH3:18])[CH:16]=[CH:17][C:10]=2[N:9]=1, predict the reactants needed to synthesize it. The reactants are: [CH3:1][O:2][C:3]1[CH:23]=[C:22]([O:24][CH3:25])[CH:21]=[CH:20][C:4]=1[CH2:5][N:6]1[C:12](=[O:13])[C:11]2[CH:14]=[C:15]([CH3:18])[CH:16]=[CH:17][C:10]=2[NH:9][C:8](=O)[CH2:7]1.CN(C)C1C=CC(C)=CC=1.P(Cl)(Cl)([Cl:38])=O. (5) Given the product [F:34][C:12]([F:11])([F:33])[C:13]1[CH:14]=[C:15]([C:23]2[N:27]=[CH:26][N:25](/[CH:28]=[CH:29]\[C:30]([N:2]([CH3:1])[CH2:3][C:4]3[CH:5]=[N:6][C:7]([CH3:10])=[N:8][CH:9]=3)=[O:32])[N:24]=2)[CH:16]=[C:17]([C:19]([F:22])([F:21])[F:20])[CH:18]=1, predict the reactants needed to synthesize it. The reactants are: [CH3:1][NH:2][CH2:3][C:4]1[CH:5]=[N:6][C:7]([CH3:10])=[N:8][CH:9]=1.[F:11][C:12]([F:34])([F:33])[C:13]1[CH:14]=[C:15]([C:23]2[N:27]=[CH:26][N:25](/[CH:28]=[CH:29]\[C:30]([OH:32])=O)[N:24]=2)[CH:16]=[C:17]([C:19]([F:22])([F:21])[F:20])[CH:18]=1.C(P1(=O)OP(CCC)(=O)OP(CCC)(=O)O1)CC.CCN(C(C)C)C(C)C. (6) Given the product [Cl:1][C:2]1[CH:7]=[CH:6][C:5]([N:8]2[CH2:13][CH2:12][N:11]([CH2:14][CH:15]([CH3:38])[C:16]([N:18]3[CH2:23][CH2:22][CH:21]([NH:24][C:25]4[CH:30]=[CH:29][C:28]([N+:31]([O-:33])=[O:32])=[C:27]([C:34]([F:37])([F:36])[F:35])[CH:26]=4)[CH2:20][CH2:19]3)=[S:48])[CH2:10][CH2:9]2)=[CH:4][CH:3]=1, predict the reactants needed to synthesize it. The reactants are: [Cl:1][C:2]1[CH:7]=[CH:6][C:5]([N:8]2[CH2:13][CH2:12][N:11]([CH2:14][CH:15]([CH3:38])[C:16]([N:18]3[CH2:23][CH2:22][CH:21]([NH:24][C:25]4[CH:30]=[CH:29][C:28]([N+:31]([O-:33])=[O:32])=[C:27]([C:34]([F:37])([F:36])[F:35])[CH:26]=4)[CH2:20][CH2:19]3)=O)[CH2:10][CH2:9]2)=[CH:4][CH:3]=1.COC1C=CC(P2(SP(C3C=CC(OC)=CC=3)(=S)S2)=[S:48])=CC=1.